Dataset: Full USPTO retrosynthesis dataset with 1.9M reactions from patents (1976-2016). Task: Predict the reactants needed to synthesize the given product. (1) The reactants are: [Br:1][C:2]1[CH:7]=[CH:6][C:5]([S:8](F)(=[O:10])=[O:9])=[C:4]([F:12])[CH:3]=1.C1COCC1.CN([S+](N(C)C)N(C)C)C.C[Si-](F)(F)(C)C.C[Si]([C:38]([F:41])([F:40])[F:39])(C)C. Given the product [Br:1][C:2]1[CH:7]=[CH:6][C:5]([S:8]([C:38]([F:41])([F:40])[F:39])(=[O:10])=[O:9])=[C:4]([F:12])[CH:3]=1, predict the reactants needed to synthesize it. (2) Given the product [F:1][C:2]1[CH:3]=[CH:4][C:5]([CH2:6][N:7]2[C:11]3[CH:12]=[N:13][C:14]4[C:15](=[O:29])[N:16]([O:20][CH2:21][O:22][CH2:23][CH2:24][Si:25]([CH3:27])([CH3:26])[CH3:28])[CH2:17][CH2:18][C:19]=4[C:10]=3[C:9]([Br:32])=[CH:8]2)=[CH:30][CH:31]=1, predict the reactants needed to synthesize it. The reactants are: [F:1][C:2]1[CH:31]=[CH:30][C:5]([CH2:6][N:7]2[C:11]3[CH:12]=[N:13][C:14]4[C:15](=[O:29])[N:16]([O:20][CH2:21][O:22][CH2:23][CH2:24][Si:25]([CH3:28])([CH3:27])[CH3:26])[CH2:17][CH2:18][C:19]=4[C:10]=3[CH:9]=[CH:8]2)=[CH:4][CH:3]=1.[Br:32]N1C(=O)CCC1=O. (3) Given the product [Cl:5][C:6]1[CH:25]=[CH:24][C:9]([O:10][CH:11]2[CH2:16][CH2:15][NH:14][CH2:13][CH2:12]2)=[CH:8][C:7]=1[C:26]([NH:27][C:28](=[O:43])[NH:29][C:30]1[S:31][C:32]2[CH:38]=[C:37]([S:39]([CH3:42])(=[O:41])=[O:40])[CH:36]=[CH:35][C:33]=2[N:34]=1)=[O:44], predict the reactants needed to synthesize it. The reactants are: C(Cl)(=O)C.[Cl:5][C:6]1[CH:25]=[CH:24][C:9]([O:10][CH:11]2[CH2:16][CH2:15][N:14](C(OC(C)(C)C)=O)[CH2:13][CH2:12]2)=[CH:8][C:7]=1[C:26](=[O:44])[NH:27][C:28](=[O:43])[NH:29][C:30]1[S:31][C:32]2[CH:38]=[C:37]([S:39]([CH3:42])(=[O:41])=[O:40])[CH:36]=[CH:35][C:33]=2[N:34]=1.